Dataset: Full USPTO retrosynthesis dataset with 1.9M reactions from patents (1976-2016). Task: Predict the reactants needed to synthesize the given product. Given the product [F:1][C:2]1[CH:3]=[C:4]([N:8]2[CH2:12][CH2:11][CH2:10][CH:9]2[C:13]2[CH:14]=[C:15]([C:31]([N:35]([CH3:36])[CH3:34])=[O:33])[CH:16]=[C:17]3[C:22]=2[O:21][C:20]([N:23]2[CH2:28][CH2:27][O:26][C@H:25]([CH3:29])[CH2:24]2)=[CH:19][C:18]3=[O:30])[CH:5]=[CH:6][CH:7]=1, predict the reactants needed to synthesize it. The reactants are: [F:1][C:2]1[CH:3]=[C:4]([N:8]2[CH2:12][CH2:11][CH2:10][CH:9]2[C:13]2[CH:14]=[C:15]([C:31]([OH:33])=O)[CH:16]=[C:17]3[C:22]=2[O:21][C:20]([N:23]2[CH2:28][CH2:27][O:26][C@H:25]([CH3:29])[CH2:24]2)=[CH:19][C:18]3=[O:30])[CH:5]=[CH:6][CH:7]=1.[CH3:34][NH:35][CH3:36].